From a dataset of Forward reaction prediction with 1.9M reactions from USPTO patents (1976-2016). Predict the product of the given reaction. (1) Given the reactants [F:1][C:2]1[CH:7]=[CH:6][C:5]([F:8])=[CH:4][C:3]=1[C@@H:9]1[C@@H:14]([NH:15]C(=O)OC(C)(C)C)[CH2:13][C@@H:12]([N:23]2[CH2:30][C:29]3[CH2:28][NH:27][N:26]([S:31]([CH:34]4[CH2:38][CH2:37][CH2:36][CH2:35]4)(=[O:33])=[O:32])[C:25]=3[CH2:24]2)[CH2:11][O:10]1.FC(F)(F)C(O)=O, predict the reaction product. The product is: [F:1][C:2]1[CH:7]=[CH:6][C:5]([F:8])=[CH:4][C:3]=1[C@@H:9]1[C@@H:14]([NH2:15])[CH2:13][C@@H:12]([N:23]2[CH2:30][C:29]3[CH2:28][NH:27][N:26]([S:31]([CH:34]4[CH2:38][CH2:37][CH2:36][CH2:35]4)(=[O:32])=[O:33])[C:25]=3[CH2:24]2)[CH2:11][O:10]1. (2) Given the reactants [CH:1]1([C:4]2[CH:5]=[C:6](B3OC(C)(C)C(C)(C)O3)[CH:7]=[C:8]([C:10]([F:13])([F:12])[F:11])[CH:9]=2)[CH2:3][CH2:2]1.[F:23][C:24]1[CH:25]=[C:26]([CH:36]([NH:38][C:39]([C:41]2[O:42][C:43](Br)=[CH:44][CH:45]=2)=[O:40])[CH3:37])[CH:27]=[C:28]([F:35])[C:29]=1[NH:30][S:31]([CH3:34])(=[O:33])=[O:32].C([O-])([O-])=O.[Cs+].[Cs+], predict the reaction product. The product is: [F:23][C:24]1[CH:25]=[C:26]([CH:36]([NH:38][C:39]([C:41]2[O:42][C:43]([C:6]3[CH:7]=[C:8]([C:10]([F:11])([F:12])[F:13])[CH:9]=[C:4]([CH:1]4[CH2:2][CH2:3]4)[CH:5]=3)=[CH:44][CH:45]=2)=[O:40])[CH3:37])[CH:27]=[C:28]([F:35])[C:29]=1[NH:30][S:31]([CH3:34])(=[O:33])=[O:32].